From a dataset of Catalyst prediction with 721,799 reactions and 888 catalyst types from USPTO. Predict which catalyst facilitates the given reaction. (1) Reactant: [CH3:1][C:2]1[S:3][C:4]([C:7]2[CH:12]=[CH:11][C:10]([CH2:13][CH2:14][CH3:15])=[CH:9][CH:8]=2)=[CH:5][N:6]=1.[Br:16]Br. Product: [Br:16][C:5]1[N:6]=[C:2]([CH3:1])[S:3][C:4]=1[C:7]1[CH:12]=[CH:11][C:10]([CH2:13][CH2:14][CH3:15])=[CH:9][CH:8]=1. The catalyst class is: 373. (2) Reactant: [CH3:1][NH:2][CH:3]1[CH2:8][CH2:7][CH2:6][CH:5]([C:9]2[C:17]3[C:12](=[CH:13][CH:14]=[C:15]([N+:18]([O-:20])=[O:19])[CH:16]=3)[NH:11][CH:10]=2)[CH2:4]1.CC([O:25][C:26]([O:28][C:29]([O:31][C:32]([CH3:35])([CH3:34])[CH3:33])=[O:30])=O)(C)C.C(N(CC)CC)C. Product: [C:26](=[O:28])([OH:25])[NH2:2].[CH3:1][N:2]([C@@H:3]1[CH2:8][CH2:7][CH2:6][C@H:5]([C:9]2[C:17]3[C:12](=[CH:13][CH:14]=[C:15]([N+:18]([O-:20])=[O:19])[CH:16]=3)[NH:11][CH:10]=2)[CH2:4]1)[C:29](=[O:30])[O:31][C:32]([CH3:33])([CH3:34])[CH3:35]. The catalyst class is: 12.